Dataset: Forward reaction prediction with 1.9M reactions from USPTO patents (1976-2016). Task: Predict the product of the given reaction. (1) Given the reactants Cl[C:2]1[N:7]=[C:6]([C:8]2[CH:13]=[N:12][CH:11]=[CH:10][N:9]=2)[N:5]=[C:4]2[N:14]([CH3:17])[N:15]=[CH:16][C:3]=12.[NH2:18][C:19]1[CH:20]=[C:21]([NH:26][C:27](=[O:38])[C:28]2[CH:33]=[CH:32][CH:31]=[C:30]([C:34]([F:37])([F:36])[F:35])[CH:29]=2)[CH:22]=[CH:23][C:24]=1[CH3:25], predict the reaction product. The product is: [CH3:25][C:24]1[CH:23]=[CH:22][C:21]([NH:26][C:27](=[O:38])[C:28]2[CH:33]=[CH:32][CH:31]=[C:30]([C:34]([F:35])([F:36])[F:37])[CH:29]=2)=[CH:20][C:19]=1[NH:18][C:2]1[N:7]=[C:6]([C:8]2[CH:13]=[N:12][CH:11]=[CH:10][N:9]=2)[N:5]=[C:4]2[N:14]([CH3:17])[N:15]=[CH:16][C:3]=12. (2) The product is: [CH3:22][N:23]1[C:31]2[C:26](=[CH:27][CH:28]=[CH:29][CH:30]=2)[C:25]([CH2:32][NH:8][CH2:9][CH2:10][N:11]2[C:19]3[N:18]=[CH:17][NH:16][C:15]=3[C:14](=[O:20])[NH:13][C:12]2=[S:21])=[CH:24]1. Given the reactants FC(F)(F)C(O)=O.[NH2:8][CH2:9][CH2:10][N:11]1[C:19]2[N:18]=[CH:17][NH:16][C:15]=2[C:14](=[O:20])[NH:13][C:12]1=[S:21].[CH3:22][N:23]1[C:31]2[C:26](=[CH:27][CH:28]=[CH:29][CH:30]=2)[C:25]([CH:32]=O)=[CH:24]1, predict the reaction product. (3) Given the reactants F[C:2]1[CH:9]=[CH:8][CH:7]=[CH:6][C:3]=1[CH:4]=[O:5].C(=O)([O-])[O-].[K+].[K+].O.C[N:18](C)C=O, predict the reaction product. The product is: [NH2:18][C:2]1[CH:9]=[CH:8][CH:7]=[CH:6][C:3]=1[CH:4]=[O:5]. (4) Given the reactants F[C:2]1[CH:7]=[CH:6][C:5]([C:8]([F:11])([F:10])[F:9])=[CH:4][C:3]=1[N+:12]([O-:14])=[O:13].[OH:15][C:16]1[CH:17]=[N:18][CH:19]=[CH:20][CH:21]=1.C(=O)([O-])[O-].[Cs+].[Cs+].O, predict the reaction product. The product is: [N+:12]([C:3]1[CH:4]=[C:5]([C:8]([F:11])([F:10])[F:9])[CH:6]=[CH:7][C:2]=1[O:15][C:16]1[CH:17]=[N:18][CH:19]=[CH:20][CH:21]=1)([O-:14])=[O:13]. (5) Given the reactants [C:1]1([S:7]([N:10]2[C:14]3=[N:15][CH:16]=[C:17]([N+:28]([O-])=O)[C:18]([NH:19][C@H:20]4[CH2:25][CH2:24][C@H:23]([C:26]#[N:27])[CH2:22][CH2:21]4)=[C:13]3[CH:12]=[CH:11]2)(=[O:9])=[O:8])[CH:6]=[CH:5][CH:4]=[CH:3][CH:2]=1.[Cl-].[NH4+], predict the reaction product. The product is: [NH2:28][C:17]1[C:18]([NH:19][C@H:20]2[CH2:21][CH2:22][C@H:23]([C:26]#[N:27])[CH2:24][CH2:25]2)=[C:13]2[CH:12]=[CH:11][N:10]([S:7]([C:1]3[CH:6]=[CH:5][CH:4]=[CH:3][CH:2]=3)(=[O:9])=[O:8])[C:14]2=[N:15][CH:16]=1.